Dataset: Full USPTO retrosynthesis dataset with 1.9M reactions from patents (1976-2016). Task: Predict the reactants needed to synthesize the given product. (1) Given the product [CH3:49][C:48]1([CH3:50])[N:44]([CH2:43][C:41]2[CH:40]=[CH:39][N:38]=[C:37]([NH:36][C:32]3[CH:31]=[C:30]([CH:35]=[CH:34][CH:33]=3)[C:29]([OH:65])=[O:28])[CH:42]=2)[C:45](=[O:64])[N:46]([C:52]2[CH:60]=[C:59]3[C:55]([C:56]([CH3:63])([CH3:62])[CH2:57][N:58]3[CH3:61])=[CH:54][CH:53]=2)[C:47]1=[O:51], predict the reactants needed to synthesize it. The reactants are: CN1C2C(=CC=C(N)C=2)C(C)(C)C1.C(OC(=O)C1C=CC=C(N)C=1)C.C([O:28][C:29](=[O:65])[C:30]1[CH:35]=[CH:34][CH:33]=[C:32]([NH:36][C:37]2[CH:42]=[C:41]([CH2:43][N:44]3[C:48]([CH3:50])([CH3:49])[C:47](=[O:51])[N:46]([C:52]4[CH:60]=[C:59]5[C:55]([C:56]([CH3:63])([CH3:62])[CH2:57][N:58]5[CH3:61])=[CH:54][CH:53]=4)[C:45]3=[O:64])[CH:40]=[CH:39][N:38]=2)[CH:31]=1)C. (2) Given the product [I:27][C:24]1[CH:23]=[CH:22][N:21]=[C:20]([O:1][C@H:2]2[CH2:7][N:6]([C:8]([O:10][CH2:11][C:12]3[CH:17]=[CH:16][CH:15]=[CH:14][CH:13]=3)=[O:9])[C@H:5]([CH3:18])[CH2:4][CH2:3]2)[C:25]=1[CH3:26], predict the reactants needed to synthesize it. The reactants are: [OH:1][C@H:2]1[CH2:7][N:6]([C:8]([O:10][CH2:11][C:12]2[CH:17]=[CH:16][CH:15]=[CH:14][CH:13]=2)=[O:9])[C@H:5]([CH3:18])[CH2:4][CH2:3]1.F[C:20]1[C:25]([CH3:26])=[C:24]([I:27])[CH:23]=[CH:22][N:21]=1.[H-].[Na+]. (3) Given the product [OH:1][C:2]1[CH:3]=[CH:4][C:5]([CH:8]2[CH2:13][CH2:12][CH:11]([N:49]3[CH2:50][CH:51]([NH:53][C:54](=[O:71])[CH2:55][NH:56][C:57]4[C:66]5[C:61](=[CH:62][CH:63]=[C:64]([C:67]([F:68])([F:70])[F:69])[CH:65]=5)[N:60]=[CH:59][N:58]=4)[CH2:52]3)[CH2:10][CH2:9]2)=[N:6][CH:7]=1, predict the reactants needed to synthesize it. The reactants are: [OH:1][C:2]1[CH:3]=[CH:4][C:5]([CH:8]2[CH2:13][CH2:12][C:11](=O)[CH2:10][CH2:9]2)=[N:6][CH:7]=1.C(OC1C=CC(Br)=NC=1)C1C=CC=CC=1.CC1(C)C(C)(C)OB(C2CCC3(OCCO3)CC=2)O1.[NH:49]1[CH2:52][CH:51]([NH:53][C:54](=[O:71])[CH2:55][NH:56][C:57]2[C:66]3[C:61](=[CH:62][CH:63]=[C:64]([C:67]([F:70])([F:69])[F:68])[CH:65]=3)[N:60]=[CH:59][N:58]=2)[CH2:50]1.[BH-](OC(C)=O)(OC(C)=O)OC(C)=O.[Na+]. (4) Given the product [Br:29][C:30]1[CH:37]=[CH:36][C:33]([CH2:34][O:17][C:12]2[CH:13]=[CH:14][CH:15]=[CH:16][C:11]=2[CH2:10][CH2:9][N:8]([CH2:18][C:19]2[CH:20]=[CH:21][C:22]([C:23]([O:25][CH3:26])=[O:24])=[CH:27][CH:28]=2)[C:6]([O:5][C:1]([CH3:3])([CH3:2])[CH3:4])=[O:7])=[CH:32][CH:31]=1, predict the reactants needed to synthesize it. The reactants are: [C:1]([O:5][C:6]([N:8]([CH2:18][C:19]1[CH:28]=[CH:27][C:22]([C:23]([O:25][CH3:26])=[O:24])=[CH:21][CH:20]=1)[CH2:9][CH2:10][C:11]1[CH:16]=[CH:15][CH:14]=[CH:13][C:12]=1[OH:17])=[O:7])([CH3:4])([CH3:3])[CH3:2].[Br:29][C:30]1[CH:37]=[CH:36][C:33]([CH2:34]Br)=[CH:32][CH:31]=1.C(=O)([O-])[O-].[K+].[K+]. (5) Given the product [Cl:1][C:2]1[C:3]2[CH:13]=[CH:12][CH:11]=[CH:10][C:4]=2[S:5][C:6]=1[CH2:7][CH:8]([OH:9])[C:14]#[CH:15], predict the reactants needed to synthesize it. The reactants are: [Cl:1][C:2]1[C:3]2[CH:13]=[CH:12][CH:11]=[CH:10][C:4]=2[S:5][C:6]=1[CH2:7][CH:8]=[O:9].[C:14]([Mg]Br)#[CH:15]. (6) Given the product [O:1]1[CH2:6][CH2:5][N:4]([C:7]2[CH:8]=[CH:9][C:10]([N+:15]([O-:17])=[O:16])=[C:11]([CH2:12][OH:13])[CH:14]=2)[CH2:3][CH2:2]1, predict the reactants needed to synthesize it. The reactants are: [O:1]1[CH2:6][CH2:5][N:4]([C:7]2[CH:8]=[CH:9][C:10]([N+:15]([O-:17])=[O:16])=[C:11]([CH:14]=2)[CH:12]=[O:13])[CH2:3][CH2:2]1.[BH4-].[Na+]. (7) The reactants are: [O-]CC.[Na+].[Na].[O:6]([C:13]1[CH:14]=[C:15]([CH2:19][C:20]#[N:21])[CH:16]=[CH:17][CH:18]=1)[C:7]1[CH:12]=[CH:11][CH:10]=[CH:9][CH:8]=1.[N:22](OCCC(C)C)=[O:23]. Given the product [OH:23][N:22]=[C:19]([C:15]1[CH:16]=[CH:17][CH:18]=[C:13]([O:6][C:7]2[CH:8]=[CH:9][CH:10]=[CH:11][CH:12]=2)[CH:14]=1)[C:20]#[N:21], predict the reactants needed to synthesize it. (8) Given the product [C:18]([C:17]1[CH:20]=[CH:21][C:14]([CH2:13][NH:12][C:7](=[O:9])[C:6]2[CH:10]=[C:2]([CH3:1])[CH:3]=[N:4][CH:5]=2)=[C:15]([OH:22])[CH:16]=1)#[N:19], predict the reactants needed to synthesize it. The reactants are: [CH3:1][C:2]1[CH:3]=[N:4][CH:5]=[C:6]([CH:10]=1)[C:7]([OH:9])=O.Cl.[NH2:12][CH2:13][C:14]1[CH:21]=[CH:20][C:17]([C:18]#[N:19])=[CH:16][C:15]=1[OH:22]. (9) The reactants are: [OH:1][C:2]1[CH:11]=[C:10]2[C:5]([C:6]([CH3:19])=[C:7]([C:13]3[CH:18]=[CH:17][CH:16]=[CH:15][CH:14]=3)[C:8](=[O:12])[O:9]2)=[CH:4][CH:3]=1.[I-].[N:21]1([C:31](N2C=C[N+](C)=C2)=[O:32])[C:30]2[C:25](=[CH:26][CH:27]=[CH:28][CH:29]=2)[CH2:24][CH2:23][CH2:22]1. Given the product [CH3:19][C:6]1[C:5]2[C:10](=[CH:11][C:2]([O:1][C:31]([N:21]3[C:30]4[C:25](=[CH:26][CH:27]=[CH:28][CH:29]=4)[CH2:24][CH2:23][CH2:22]3)=[O:32])=[CH:3][CH:4]=2)[O:9][C:8](=[O:12])[C:7]=1[C:13]1[CH:14]=[CH:15][CH:16]=[CH:17][CH:18]=1, predict the reactants needed to synthesize it.